Dataset: Full USPTO retrosynthesis dataset with 1.9M reactions from patents (1976-2016). Task: Predict the reactants needed to synthesize the given product. (1) Given the product [NH2:7][CH2:8][CH2:9][CH2:10][N:11]([C@@H:21]([C:25]1[N:34]([CH2:35][C:36]2[CH:37]=[CH:38][CH:39]=[CH:40][CH:41]=2)[C:33](=[O:42])[C:32]2[C:27](=[CH:28][C:29]([Cl:43])=[CH:30][CH:31]=2)[N:26]=1)[CH:22]([CH3:23])[CH3:24])[C:12](=[O:20])[C:13]1[CH:14]=[CH:15][C:16]([CH3:19])=[CH:17][CH:18]=1, predict the reactants needed to synthesize it. The reactants are: C(OC(=O)[NH:7][CH2:8][CH2:9][CH2:10][N:11]([CH:21]([C:25]1[N:34]([CH2:35][C:36]2[CH:41]=[CH:40][CH:39]=[CH:38][CH:37]=2)[C:33](=[O:42])[C:32]2[C:27](=[CH:28][C:29]([Cl:43])=[CH:30][CH:31]=2)[N:26]=1)[CH:22]([CH3:24])[CH3:23])[C:12](=[O:20])[C:13]1[CH:18]=[CH:17][C:16]([CH3:19])=[CH:15][CH:14]=1)(C)(C)C.C(O)(C(F)(F)F)=O.[OH-].[Na+]. (2) Given the product [CH3:1][O:2][C:3](=[O:4])[C:5]1[CH:10]=[C:9]([C:24]2[CH:23]=[CH:22][C:21]([O:20][C:19]([F:18])([F:30])[F:31])=[CH:26][CH:25]=2)[CH:8]=[N:7][CH:6]=1, predict the reactants needed to synthesize it. The reactants are: [CH3:1][O:2][C:3]([C:5]1[CH:6]=[N:7][CH:8]=[C:9](Br)[CH:10]=1)=[O:4].C(=O)([O-])[O-].[Cs+].[Cs+].[F:18][C:19]([F:31])([F:30])[O:20][C:21]1[CH:26]=[CH:25][C:24](B(O)O)=[CH:23][CH:22]=1.